This data is from Merck oncology drug combination screen with 23,052 pairs across 39 cell lines. The task is: Regression. Given two drug SMILES strings and cell line genomic features, predict the synergy score measuring deviation from expected non-interaction effect. (1) Drug 1: O=C(CCCCCCC(=O)Nc1ccccc1)NO. Drug 2: CC1(c2nc3c(C(N)=O)cccc3[nH]2)CCCN1. Cell line: PA1. Synergy scores: synergy=4.86. (2) Drug 1: O=c1[nH]cc(F)c(=O)[nH]1. Drug 2: O=C(NOCC(O)CO)c1ccc(F)c(F)c1Nc1ccc(I)cc1F. Cell line: NCIH2122. Synergy scores: synergy=3.10. (3) Drug 1: C=CCn1c(=O)c2cnc(Nc3ccc(N4CCN(C)CC4)cc3)nc2n1-c1cccc(C(C)(C)O)n1. Drug 2: O=C(NOCC(O)CO)c1ccc(F)c(F)c1Nc1ccc(I)cc1F. Cell line: OCUBM. Synergy scores: synergy=13.3. (4) Drug 1: CN(C)C(=N)N=C(N)N. Drug 2: Cc1nc(Nc2ncc(C(=O)Nc3c(C)cccc3Cl)s2)cc(N2CCN(CCO)CC2)n1. Cell line: SKOV3. Synergy scores: synergy=-7.65. (5) Drug 1: CS(=O)(=O)CCNCc1ccc(-c2ccc3ncnc(Nc4ccc(OCc5cccc(F)c5)c(Cl)c4)c3c2)o1. Drug 2: C#Cc1cccc(Nc2ncnc3cc(OCCOC)c(OCCOC)cc23)c1. Cell line: A427. Synergy scores: synergy=-19.7. (6) Drug 2: COC1=C2CC(C)CC(OC)C(O)C(C)C=C(C)C(OC(N)=O)C(OC)C=CC=C(C)C(=O)NC(=CC1=O)C2=O. Drug 1: COc1cccc2c1C(=O)c1c(O)c3c(c(O)c1C2=O)CC(O)(C(=O)CO)CC3OC1CC(N)C(O)C(C)O1. Cell line: COLO320DM. Synergy scores: synergy=9.19. (7) Drug 1: CC1(c2nc3c(C(N)=O)cccc3[nH]2)CCCN1. Drug 2: NC1CCCCC1N.O=C(O)C(=O)O.[Pt+2]. Cell line: LNCAP. Synergy scores: synergy=-27.2. (8) Drug 1: COc1cc(C2c3cc4c(cc3C(OC3OC5COC(C)OC5C(O)C3O)C3COC(=O)C23)OCO4)cc(OC)c1O. Drug 2: C=CCn1c(=O)c2cnc(Nc3ccc(N4CCN(C)CC4)cc3)nc2n1-c1cccc(C(C)(C)O)n1. Cell line: EFM192B. Synergy scores: synergy=9.77.